From a dataset of Catalyst prediction with 721,799 reactions and 888 catalyst types from USPTO. Predict which catalyst facilitates the given reaction. (1) Reactant: [I-:1].[Na+].[CH2:3]([O:10][C:11]1[CH:16]=[CH:15][C:14]([CH2:17][CH2:18][CH2:19][CH2:20]CS([O-])(=O)=O)=[CH:13][CH:12]=1)[C:4]1[CH:9]=[CH:8][CH:7]=[CH:6][CH:5]=1. The catalyst class is: 21. Product: [I:1][CH2:20][CH2:19][CH2:18][CH2:17][C:14]1[CH:15]=[CH:16][C:11]([O:10][CH2:3][C:4]2[CH:9]=[CH:8][CH:7]=[CH:6][CH:5]=2)=[CH:12][CH:13]=1. (2) Product: [ClH:36].[ClH:36].[CH:1]1([CH2:4][NH:5][C@@H:13]2[CH2:15][C@H:14]2[C:16]2[CH:17]=[C:18]([CH:19]=[CH:20][CH:21]=2)[C:22]([NH:23][CH:24]2[CH2:29][CH2:28][N:27]([CH2:30][C:31]([F:34])([F:33])[F:32])[CH2:26][CH2:25]2)=[O:35])[CH2:2][CH2:3]1. Reactant: [CH:1]1([CH2:4][N:5]([C@@H:13]2[CH2:15][C@H:14]2[C:16]2[CH:21]=[CH:20][CH:19]=[C:18]([C:22](=[O:35])[NH:23][CH:24]3[CH2:29][CH2:28][N:27]([CH2:30][C:31]([F:34])([F:33])[F:32])[CH2:26][CH2:25]3)[CH:17]=2)C(=O)OC(C)(C)C)[CH2:3][CH2:2]1.[ClH:36].C(OCC)(=O)C. The catalyst class is: 36. (3) Reactant: C([O:3][C:4](=[O:44])[CH:5]([NH:14][C:15]([C:17]1[N:18]([C:34]2[CH:39]=[CH:38][CH:37]=[C:36]([C:40]([F:43])([F:42])[F:41])[CH:35]=2)[N:19]=[C:20]([C:22]2[CH:27]=[CH:26][C:25]([C:28]3[CH:33]=[CH:32][CH:31]=[CH:30][CH:29]=3)=[CH:24][CH:23]=2)[CH:21]=1)=[O:16])[CH2:6][C:7]1[CH:12]=[CH:11][C:10]([Cl:13])=[CH:9][CH:8]=1)C.[OH-].[Na+]. Product: [C:25]1([C:28]2[CH:29]=[CH:30][CH:31]=[CH:32][CH:33]=2)[CH:24]=[CH:23][C:22]([C:20]2[CH:21]=[C:17]([C:15]([NH:14][CH:5]([CH2:6][C:7]3[CH:8]=[CH:9][C:10]([Cl:13])=[CH:11][CH:12]=3)[C:4]([OH:44])=[O:3])=[O:16])[N:18]([C:34]3[CH:39]=[CH:38][CH:37]=[C:36]([C:40]([F:43])([F:42])[F:41])[CH:35]=3)[N:19]=2)=[CH:27][CH:26]=1. The catalyst class is: 1. (4) Reactant: [Cl:1][C:2]1[N:7]=[CH:6][N:5]=[C:4]2[NH:8][N:9]=[CH:10][C:3]=12.[I:11]N1C(=O)CCC1=O.CN(C=O)C.CC(C)=O. Product: [Cl:1][C:2]1[N:7]=[CH:6][N:5]=[C:4]2[NH:8][N:9]=[C:10]([I:11])[C:3]=12. The catalyst class is: 2. (5) Reactant: [CH3:1][S:2][C:3]1[C:4]2[NH:11][N:10]=[CH:9][C:5]=2[N:6]=[CH:7][N:8]=1.[C:12]([O:20][CH2:21][CH2:22][O:23][CH2:24][CH2:25]OS(C)(=O)=O)(=[O:19])[C:13]1[CH:18]=[CH:17][CH:16]=[CH:15][CH:14]=1.C(=O)([O-])[O-].[K+].[K+].CN(C)C=O. Product: [C:12]([O:20][CH2:21][CH2:22][O:23][CH2:24][CH2:25][N:11]1[C:4]2[C:3]([S:2][CH3:1])=[N:8][CH:7]=[N:6][C:5]=2[CH:9]=[N:10]1)(=[O:19])[C:13]1[CH:18]=[CH:17][CH:16]=[CH:15][CH:14]=1. The catalyst class is: 6. (6) Reactant: N1C=CN=C1.[Si:6](Cl)([C:9]([CH3:12])([CH3:11])[CH3:10])([CH3:8])[CH3:7].[OH:14][CH2:15][CH2:16][O:17][C:18]1[CH:23]=[CH:22][C:21]([C:24]2[N:28]([C:29]3[CH:34]=[CH:33][C:32]([O:35][CH3:36])=[CH:31][CH:30]=3)[N:27]=[C:26]([C:37]([O:39][CH2:40][CH3:41])=[O:38])[CH:25]=2)=[CH:20][CH:19]=1. Product: [Si:6]([O:14][CH2:15][CH2:16][O:17][C:18]1[CH:19]=[CH:20][C:21]([C:24]2[N:28]([C:29]3[CH:34]=[CH:33][C:32]([O:35][CH3:36])=[CH:31][CH:30]=3)[N:27]=[C:26]([C:37]([O:39][CH2:40][CH3:41])=[O:38])[CH:25]=2)=[CH:22][CH:23]=1)([C:9]([CH3:12])([CH3:11])[CH3:10])([CH3:8])[CH3:7]. The catalyst class is: 3. (7) Reactant: CC1C=CC(S(O[C:12]2[N:13]=[C:14]3[CH2:21][CH2:20][C@@H:19]([C:22]([O:24][CH2:25][CH3:26])=[O:23])[N:15]3[C:16](=[O:18])[CH:17]=2)(=O)=O)=CC=1.[Cl:27][C:28]1[CH:34]=[CH:33][C:31]([NH2:32])=[C:30](B2OC(C)(C)C(C)(C)O2)[CH:29]=1.C1(P(C2C=CC=CC=2)C2C=CC=CC=2)C=CC=CC=1.C(=O)([O-])[O-].[Na+].[Na+]. Product: [NH2:32][C:31]1[CH:33]=[CH:34][C:28]([Cl:27])=[CH:29][C:30]=1[C:12]1[N:13]=[C:14]2[CH2:21][CH2:20][C@@H:19]([C:22]([O:24][CH2:25][CH3:26])=[O:23])[N:15]2[C:16](=[O:18])[CH:17]=1. The catalyst class is: 93. (8) Reactant: [CH3:1][O:2][C:3]([C:5]1([C:8]2[CH:13]=[CH:12][C:11]([C:14]3[CH:19]=[CH:18][C:17]([C:20]4[N:21]=[CH:22][N:23]([CH3:27])[C:24]=4[CH:25]=[O:26])=[CH:16][CH:15]=3)=[CH:10][CH:9]=2)[CH2:7][CH2:6]1)=[O:4].C([O-])([O-])=[O:29].[K+].[K+].[Mn]([O-])(=O)(=O)=O.[K+]. Product: [CH3:1][O:2][C:3]([C:5]1([C:8]2[CH:9]=[CH:10][C:11]([C:14]3[CH:19]=[CH:18][C:17]([C:20]4[N:21]=[CH:22][N:23]([CH3:27])[C:24]=4[C:25]([OH:29])=[O:26])=[CH:16][CH:15]=3)=[CH:12][CH:13]=2)[CH2:6][CH2:7]1)=[O:4]. The catalyst class is: 95. (9) Reactant: F[C:2]1[CH:8]=[CH:7][C:5]([NH2:6])=[CH:4][C:3]=1[N+:9]([O-:11])=[O:10].Cl[CH2:13][CH2:14][O:15][C:16](Cl)=[O:17].[CH3:19][O-:20].[Na+].O. Product: [CH3:19][O:20][C:2]1[CH:8]=[CH:7][C:5]([N:6]2[CH2:13][CH2:14][O:15][C:16]2=[O:17])=[CH:4][C:3]=1[N+:9]([O-:11])=[O:10]. The catalyst class is: 60.